From a dataset of Full USPTO retrosynthesis dataset with 1.9M reactions from patents (1976-2016). Predict the reactants needed to synthesize the given product. Given the product [F:6][C:7]1[CH:8]=[C:9]([N+:15]([O-:17])=[O:16])[C:10]([C:2]#[N:3])=[C:11]([CH3:13])[CH:12]=1, predict the reactants needed to synthesize it. The reactants are: [Cu](C#N)[C:2]#[N:3].[F:6][C:7]1[CH:8]=[C:9]([N+:15]([O-:17])=[O:16])[C:10](I)=[C:11]([CH3:13])[CH:12]=1.